Task: Predict the reactants needed to synthesize the given product.. Dataset: Full USPTO retrosynthesis dataset with 1.9M reactions from patents (1976-2016) Given the product [F:21][C:16]1[C:15]([C:12]2[CH2:13][CH2:14][CH:9]([OH:8])[CH2:10][CH:11]=2)=[CH:20][CH:19]=[CH:18][N:17]=1, predict the reactants needed to synthesize it. The reactants are: [Si]([O:8][CH:9]1[CH2:14][CH2:13][C:12]([C:15]2[C:16]([F:21])=[N:17][CH:18]=[CH:19][CH:20]=2)=[CH:11][CH2:10]1)(C(C)(C)C)(C)C.